This data is from Reaction yield outcomes from USPTO patents with 853,638 reactions. The task is: Predict the reaction yield, written as a fraction of the theoretical maximum amount of product (1.0 means a 100% yield; for example, 0.34 means a 34% yield). (1) The reactants are [NH2:1][C:2]1[N:10]=[C:9]2[C:5]([N:6]=[CH:7][N:8]2[CH2:11][CH2:12]Br)=[CH:4][N:3]=1.C([C:16](CC)([C:20]([O-])=[O:21])[C:17]([O-])=[O:18])C.C(=O)([O-])[O-].[K+].[K+].[BH4-].[Na+].Cl. The catalyst is CS(C)=O.CO.O. The product is [NH2:1][C:2]1[N:10]=[C:9]2[C:5]([N:6]=[CH:7][N:8]2[CH2:11][CH2:12][CH:16]([CH2:20][OH:21])[CH2:17][OH:18])=[CH:4][N:3]=1. The yield is 0.550. (2) The reactants are Br[C:2]1[CH:7]=[CH:6][C:5]([C:8]2[N:12]([C:13]3[CH:14]=[CH:15][C:16]([S:19]([NH2:22])(=[O:21])=[O:20])=[N:17][CH:18]=3)[N:11]=[C:10]([C:23]([F:26])([F:25])[F:24])[C:9]=2[CH2:27][CH3:28])=[CH:4][C:3]=1[F:29].C([Sn](CCCC)(CCCC)[C:35]1[S:39][CH:38]=[N:37][CH:36]=1)CCC.[Cl-].[Li+]. The catalyst is O1CCOCC1.C(OCC)(=O)C.C1C=CC([P]([Pd]([P](C2C=CC=CC=2)(C2C=CC=CC=2)C2C=CC=CC=2)([P](C2C=CC=CC=2)(C2C=CC=CC=2)C2C=CC=CC=2)[P](C2C=CC=CC=2)(C2C=CC=CC=2)C2C=CC=CC=2)(C2C=CC=CC=2)C2C=CC=CC=2)=CC=1. The product is [CH2:27]([C:9]1[C:10]([C:23]([F:26])([F:25])[F:24])=[N:11][N:12]([C:13]2[CH:14]=[CH:15][C:16]([S:19]([NH2:22])(=[O:21])=[O:20])=[N:17][CH:18]=2)[C:8]=1[C:5]1[CH:6]=[CH:7][C:2]([C:35]2[S:39][CH:38]=[N:37][CH:36]=2)=[C:3]([F:29])[CH:4]=1)[CH3:28]. The yield is 0.485. (3) The reactants are [C:1]([C:4]1[NH:8][C:7]2[C:9]([Cl:13])=[C:10]([Cl:12])[S:11][C:6]=2[CH:5]=1)([OH:3])=O.[NH2:14][C@@H:15]1[CH2:23][C:22]2[C:17](=[CH:18][CH:19]=[CH:20][CH:21]=2)[C@H:16]1[O:24][CH3:25].CCN(C(C)C)C(C)C.C1C=CC2N(O)N=NC=2C=1.CCN=C=NCCCN(C)C. The catalyst is ClCCl. The product is [Cl:12][C:10]1[S:11][C:6]2[CH:5]=[C:4]([C:1](=[O:3])[NH:14][CH:15]3[CH2:23][C:22]4[C:17](=[CH:18][CH:19]=[CH:20][CH:21]=4)[CH:16]3[O:24][CH3:25])[NH:8][C:7]=2[C:9]=1[Cl:13]. The yield is 0.770. (4) The reactants are C(OC([N:8]1[CH2:13][CH2:12][CH:11]([C:14](=[O:33])[NH:15][C:16]2[S:17][C:18]3[C:24]([N:25]4[CH2:30][CH2:29][O:28][CH2:27][CH2:26]4)=[CH:23][CH:22]=[C:21]([O:31][CH3:32])[C:19]=3[N:20]=2)[CH2:10][CH2:9]1)=O)(C)(C)C. The catalyst is FC(F)(F)C(O)=O. The product is [CH3:32][O:31][C:21]1[C:19]2[N:20]=[C:16]([NH:15][C:14]([CH:11]3[CH2:10][CH2:9][NH:8][CH2:13][CH2:12]3)=[O:33])[S:17][C:18]=2[C:24]([N:25]2[CH2:26][CH2:27][O:28][CH2:29][CH2:30]2)=[CH:23][CH:22]=1. The yield is 0.770. (5) The reactants are [N:1]([O-])=O.[Na+].[Cl:5][C:6]1[N:11]=[C:10]([NH:12][CH3:13])[C:9]([NH2:14])=[CH:8][CH:7]=1.[OH-].[Na+]. The catalyst is Cl. The product is [Cl:5][C:6]1[N:11]=[C:10]2[N:12]([CH3:13])[N:1]=[N:14][C:9]2=[CH:8][CH:7]=1. The yield is 0.640. (6) The reactants are Cl.[O:2]1[CH2:7][CH2:6][N:5]([CH2:8][CH2:9][CH2:10][O:11][C:12]2[C:13]([O:23][CH3:24])=[CH:14][C:15]([NH2:22])=[C:16]([CH:21]=2)[C:17]([O:19]C)=O)[CH2:4][CH2:3]1.O.N.[C:27](#[N:29])[CH3:28]. No catalyst specified. The product is [O:2]1[CH2:3][CH2:4][N:5]([CH2:8][CH2:9][CH2:10][O:11][C:12]2[CH:21]=[C:16]3[C:15](=[CH:14][C:13]=2[O:23][CH3:24])[N:22]=[C:27]([CH3:28])[NH:29][C:17]3=[O:19])[CH2:6][CH2:7]1. The yield is 0.980. (7) The reactants are [C:1]([C:3]1[CH:4]=[C:5]([CH:9]=[CH:10][CH:11]=1)[C:6](Cl)=[O:7])#[N:2].[NH2:12][C:13]1[C:14]([CH3:38])=[C:15]2[C:21]([CH:22]3[CH2:27][CH:26]4[CH2:28][CH2:29][CH:23]3[CH2:24][N:25]4C(OC(C)(C)C)=O)=[CH:20][N:19]([CH3:37])[C:16]2=[N:17][CH:18]=1. The catalyst is N1C=CC=CC=1. The product is [CH:26]12[CH2:28][CH2:29][CH:23]([CH:22]([C:21]3[C:15]4[C:16](=[N:17][CH:18]=[C:13]([NH:12][C:6](=[O:7])[C:5]5[CH:9]=[CH:10][CH:11]=[C:3]([C:1]#[N:2])[CH:4]=5)[C:14]=4[CH3:38])[N:19]([CH3:37])[CH:20]=3)[CH2:27]1)[CH2:24][NH:25]2. The yield is 0.440.